From a dataset of Forward reaction prediction with 1.9M reactions from USPTO patents (1976-2016). Predict the product of the given reaction. (1) Given the reactants [S:1]1[C:5]2[CH:6]=[CH:7][CH:8]=[CH:9][C:4]=2[N:3]=[C:2]1[CH:10]=[N:11][S:12]([C:15]1[CH:25]=[CH:24][C:18]2[O:19][CH2:20][CH2:21][CH2:22][O:23][C:17]=2[CH:16]=1)(=[O:14])=[O:13].O1CCCC1.Br[Mg][C:33]1[CH:38]=[CH:37][CH:36]=[CH:35][C:34]=1[S:39][CH3:40], predict the reaction product. The product is: [S:1]1[C:5]2[CH:6]=[CH:7][CH:8]=[CH:9][C:4]=2[N:3]=[C:2]1[CH:10]([C:33]1[CH:38]=[CH:37][CH:36]=[CH:35][C:34]=1[S:39][CH3:40])[NH:11][S:12]([C:15]1[CH:25]=[CH:24][C:18]2[O:19][CH2:20][CH2:21][CH2:22][O:23][C:17]=2[CH:16]=1)(=[O:14])=[O:13]. (2) Given the reactants [N+:1]([C:4]1[CH:14]=[CH:13][C:7]([C:8]([O:10][CH2:11][CH3:12])=[O:9])=[C:6]([NH:15][C@H:16]2[CH2:21][CH2:20][CH2:19][CH2:18][C@@H:17]2[N:22]2[CH2:26][CH2:25][CH2:24][CH2:23]2)[CH:5]=1)([O-])=O, predict the reaction product. The product is: [NH2:1][C:4]1[CH:14]=[CH:13][C:7]([C:8]([O:10][CH2:11][CH3:12])=[O:9])=[C:6]([NH:15][C@H:16]2[CH2:21][CH2:20][CH2:19][CH2:18][C@@H:17]2[N:22]2[CH2:26][CH2:25][CH2:24][CH2:23]2)[CH:5]=1. (3) Given the reactants [C:1]1([C:6]2[CH:7]=[C:8]([CH2:12][OH:13])[CH:9]=[CH:10][CH:11]=2)[CH2:5][CH2:4][CH2:3][CH:2]=1, predict the reaction product. The product is: [C:1]1([C:6]2[CH:7]=[C:8]([CH:9]=[CH:10][CH:11]=2)[CH:12]=[O:13])[CH2:5][CH2:4][CH2:3][CH:2]=1. (4) Given the reactants [C:1]([C:5]1[CH:14]=[CH:13][C:8]([C:9]([NH:11][NH2:12])=O)=[CH:7][CH:6]=1)([CH3:4])([CH3:3])[CH3:2].CO[CH:17](OC)[N:18]([CH3:20])C.[F:23][C:24]1[CH:31]=[CH:30][C:27](CN)=[CH:26][CH:25]=1.C(O)(=O)C, predict the reaction product. The product is: [C:1]([C:5]1[CH:14]=[CH:13][C:8]([C:9]2[N:18]([CH2:17][C:27]3[CH:30]=[CH:31][C:24]([F:23])=[CH:25][CH:26]=3)[CH:20]=[N:12][N:11]=2)=[CH:7][CH:6]=1)([CH3:4])([CH3:3])[CH3:2]. (5) The product is: [CH3:1][O:2][C:3](=[O:31])[CH:4]([NH2:23])[CH2:5][C:6]1[CH:11]=[CH:10][C:9]([N+:12]([O-:14])=[O:13])=[C:8]([O:15][CH2:16][C:17]2[CH:18]=[CH:19][CH:20]=[CH:21][CH:22]=2)[CH:7]=1. Given the reactants [CH3:1][O:2][C:3](=[O:31])[CH:4]([NH:23]C(OC(C)(C)C)=O)[CH2:5][C:6]1[CH:11]=[CH:10][C:9]([N+:12]([O-:14])=[O:13])=[C:8]([O:15][CH2:16][C:17]2[CH:22]=[CH:21][CH:20]=[CH:19][CH:18]=2)[CH:7]=1, predict the reaction product.